This data is from Forward reaction prediction with 1.9M reactions from USPTO patents (1976-2016). The task is: Predict the product of the given reaction. (1) The product is: [NH2:36][C:34]1[N:35]=[C:30]([CH2:29][CH2:28][NH:27][C:24]2[CH:23]=[CH:22][C:21]([NH:20][C:18]([C:5]3[C:6]([C:8]4[CH:9]=[CH:10][C:11]([C:14]([F:17])([F:15])[F:16])=[CH:12][CH:13]=4)=[CH:7][C:2]([CH3:1])=[CH:3][CH:4]=3)=[O:19])=[CH:26][CH:25]=2)[CH:31]=[CH:32][CH:33]=1. Given the reactants [CH3:1][C:2]1[CH:3]=[CH:4][C:5]([C:18]([NH:20][C:21]2[CH:26]=[CH:25][C:24]([NH:27][CH2:28][CH2:29][C:30]3[N:35]=[C:34]([NH:36]C(=O)OC(C)(C)C)[CH:33]=[CH:32][CH:31]=3)=[CH:23][CH:22]=2)=[O:19])=[C:6]([C:8]2[CH:13]=[CH:12][C:11]([C:14]([F:17])([F:16])[F:15])=[CH:10][CH:9]=2)[CH:7]=1.FC(F)(F)C(O)=O, predict the reaction product. (2) Given the reactants O1CCCC1.C([Li])CCC.[C:11](#[N:13])[CH3:12].Cl.[NH:15]1[CH:19]=[C:18]([C:20](Cl)=[O:21])[N:17]=[CH:16]1, predict the reaction product. The product is: [NH:17]1[C:18]([C:20](=[O:21])[CH2:12][C:11]#[N:13])=[CH:19][N:15]=[CH:16]1. (3) Given the reactants I[C:2]1[CH:11]=[CH:10][C:5]([C:6]([O:8][CH3:9])=[O:7])=[CH:4][CH:3]=1.[OH:12][C:13]1[CH:18]=[C:17]([OH:19])[CH:16]=[CH:15][N:14]=1.C([O-])([O-])=O.[K+].[K+], predict the reaction product. The product is: [OH:19][C:17]1[CH:16]=[CH:15][N:14]([C:2]2[CH:11]=[CH:10][C:5]([C:6]([O:8][CH3:9])=[O:7])=[CH:4][CH:3]=2)[C:13](=[O:12])[CH:18]=1. (4) Given the reactants [CH2:1]([N:3]([CH2:25][CH3:26])[C:4](=[O:24])[CH2:5][N:6]1[CH2:11][CH2:10][N:9]([C:12]2[C:20]3[O:19][CH:18]=[CH:17][C:16]=3[CH:15]=[C:14]([N+:21]([O-])=O)[CH:13]=2)[CH2:8][CH2:7]1)[CH3:2].NC1C=C(N2CCN(C(OC(C)(C)C)=O)CC2)C2OC=CC=2C=1, predict the reaction product. The product is: [NH2:21][C:14]1[CH:13]=[C:12]([N:9]2[CH2:10][CH2:11][N:6]([CH2:5][C:4]([N:3]([CH2:25][CH3:26])[CH2:1][CH3:2])=[O:24])[CH2:7][CH2:8]2)[C:20]2[O:19][CH:18]=[CH:17][C:16]=2[CH:15]=1. (5) Given the reactants [Si]([O:8][CH2:9][C@@H:10]([N:12]1[CH:16]=[C:15]([CH3:17])[N:14]=[CH:13]1)[CH3:11])(C(C)(C)C)(C)C.Cl, predict the reaction product. The product is: [CH3:17][C:15]1[N:14]=[CH:13][N:12]([C@@H:10]([CH3:11])[CH2:9][OH:8])[CH:16]=1. (6) Given the reactants [CH2:1]([O:3][C:4]([C:6]1[C:7]([OH:27])=[C:8]2[C:15]([Br:16])=[C:14]([Br:17])[N:13]([CH2:18][C:19]3[CH:24]=[CH:23][CH:22]=[CH:21][C:20]=3[O:25][CH3:26])[C:9]2=[C:10](Br)[N:11]=1)=[O:5])[CH3:2].[C:28]([Cu])#[N:29], predict the reaction product. The product is: [CH2:1]([O:3][C:4]([C:6]1[C:7]([OH:27])=[C:8]2[C:15]([Br:16])=[C:14]([Br:17])[N:13]([CH2:18][C:19]3[CH:24]=[CH:23][CH:22]=[CH:21][C:20]=3[O:25][CH3:26])[C:9]2=[C:10]([C:28]#[N:29])[N:11]=1)=[O:5])[CH3:2].